From a dataset of Forward reaction prediction with 1.9M reactions from USPTO patents (1976-2016). Predict the product of the given reaction. (1) Given the reactants [C:1]([O:5][C:6]([NH:8][C@@H:9]1[CH2:11][C@H:10]1[C:12]1[CH:13]=[CH:14][C:15]([F:22])=[C:16]([CH:21]=1)[C:17]([O:19]C)=[O:18])=[O:7])([CH3:4])([CH3:3])[CH3:2].[OH-].[Na+].Cl, predict the reaction product. The product is: [C:1]([O:5][C:6]([NH:8][C@@H:9]1[CH2:11][C@H:10]1[C:12]1[CH:13]=[CH:14][C:15]([F:22])=[C:16]([CH:21]=1)[C:17]([OH:19])=[O:18])=[O:7])([CH3:4])([CH3:2])[CH3:3]. (2) Given the reactants [CH2:1]([C:3]1[C:4]([C:23]([C:26]2[N:30](COCC[Si](C)(C)C)[C:29]3[CH:39]=[CH:40][C:41]([C:43]#[N:44])=[CH:42][C:28]=3[N:27]=2)([OH:25])[CH3:24])=[C:5]2[C:9](=[C:10]([CH3:12])[CH:11]=1)[N:8]([S:13]([C:16]1[CH:22]=[CH:21][C:19]([CH3:20])=[CH:18][CH:17]=1)(=[O:15])=[O:14])[CH:7]=[CH:6]2)[CH3:2].C(C1C(C(C2N(COCC[Si](C)(C)C)C3C=C(C#N)C=CC=3N=2)(O)C)=C2C(=C(C)C=1)N(S(C1C=CC(C)=CC=1)(=O)=O)C=C2)C.C(N)CN.CCCC[N+](CCCC)(CCCC)CCCC.[F-].C1COCC1, predict the reaction product. The product is: [CH2:1]([C:3]1[C:4]([C:23]([C:26]2[NH:30][C:29]3[CH:39]=[CH:40][C:41]([C:43]#[N:44])=[CH:42][C:28]=3[N:27]=2)([OH:25])[CH3:24])=[C:5]2[C:9](=[C:10]([CH3:12])[CH:11]=1)[N:8]([S:13]([C:16]1[CH:17]=[CH:18][C:19]([CH3:20])=[CH:21][CH:22]=1)(=[O:15])=[O:14])[CH:7]=[CH:6]2)[CH3:2].